From a dataset of Full USPTO retrosynthesis dataset with 1.9M reactions from patents (1976-2016). Predict the reactants needed to synthesize the given product. (1) The reactants are: C(OC([N:11]1[C@H:20]([C:21](O)=O)[CH2:19][C:18]2[C:13](=[CH:14][CH:15]=[CH:16][CH:17]=2)[CH2:12]1)=O)C1C=CC=CC=1.C(OC([N:34]1[C@@H:43]([C:44]([OH:46])=O)CC2[C:36](=CC=CC=2)[CH2:35]1)=O)C1C=CC=CC=1. Given the product [N:34]1([CH2:21][C@H:20]2[CH2:19][C:18]3[C:13](=[CH:14][CH:15]=[CH:16][CH:17]=3)[CH2:12][NH:11]2)[CH2:35][CH2:36][O:46][CH2:44][CH2:43]1, predict the reactants needed to synthesize it. (2) Given the product [CH2:27]([N:31]([CH3:32])[C:17]1[CH:18]=[C:19]([CH:23]=[C:24]([CH3:1])[N:25]=1)[C:20]([OH:22])=[O:21])[CH:28]([CH3:30])[CH3:29], predict the reactants needed to synthesize it. The reactants are: [CH2:1](N(CC)C1C=C(C=C(C)N=1)C(O)=O)C.Cl[C:17]1[CH:18]=[C:19]([CH:23]=[C:24](Cl)[N:25]=1)[C:20]([OH:22])=[O:21].[CH2:27]([NH:31][CH3:32])[CH:28]([CH3:30])[CH3:29]. (3) Given the product [C:1]([O:5][C:6]([N:8]1[C:16]2[C:11](=[CH:12][CH:13]=[CH:14][CH:15]=2)[CH:10]=[C:9]1[C:17]1[C:18](=[O:34])[N:19]([CH2:26][O:27][CH2:28][CH2:29][Si:30]([CH3:33])([CH3:32])[CH3:31])[CH:20]=[C:21]([C:23](=[O:24])[NH:79][C:77]2[CH:76]=[N:75][N:74]([CH2:67][C:68]3[CH:69]=[CH:70][CH:71]=[CH:72][CH:73]=3)[CH:78]=2)[CH:22]=1)=[O:7])([CH3:4])([CH3:3])[CH3:2], predict the reactants needed to synthesize it. The reactants are: [C:1]([O:5][C:6]([N:8]1[C:16]2[C:11](=[CH:12][CH:13]=[CH:14][CH:15]=2)[CH:10]=[C:9]1[C:17]1[C:18](=[O:34])[N:19]([CH2:26][O:27][CH2:28][CH2:29][Si:30]([CH3:33])([CH3:32])[CH3:31])[CH:20]=[C:21]([C:23](O)=[O:24])[CH:22]=1)=[O:7])([CH3:4])([CH3:3])[CH3:2].Cl.CN(C)CCCN=C=NCC.O.ON1C2C=CC=CC=2N=N1.C(N(CC)C(C)C)(C)C.[CH2:67]([N:74]1[CH:78]=[C:77]([NH2:79])[CH:76]=[N:75]1)[C:68]1[CH:73]=[CH:72][CH:71]=[CH:70][CH:69]=1. (4) Given the product [Cl:4][C:5]1[N:6]=[CH:7][C:8]([CH2:11][NH:12][C:2]#[N:1])=[CH:9][CH:10]=1, predict the reactants needed to synthesize it. The reactants are: [N:1]#[C:2]Br.[Cl:4][C:5]1[CH:10]=[CH:9][C:8]([CH2:11][NH2:12])=[CH:7][N:6]=1. (5) Given the product [CH3:34][CH2:35][CH2:36][CH:37]([CH3:42])[CH3:38].[NH2:14][C:13]1[C:8]([C:6](=[O:7])[NH:5][CH2:4][C@H:3]([CH2:17][CH2:18][CH3:19])[NH:2]/[C:45](=[N:51]\[C:52](=[O:53])[O:54][C:55]([CH3:58])([CH3:57])[CH3:56])/[N:33]([CH2:34][CH2:35][CH2:36][C:37]2[CH:38]=[CH:39][C:40]([O:43][CH3:44])=[CH:41][CH:42]=2)[C:32](=[O:59])[O:31][C:27]([CH3:28])([CH3:30])[CH3:29])=[N:9][C:10]([Cl:16])=[C:11]([NH2:15])[N:12]=1, predict the reactants needed to synthesize it. The reactants are: Cl.[NH2:2][C@@H:3]([CH2:17][CH2:18][CH3:19])[CH2:4][NH:5][C:6]([C:8]1[C:13]([NH2:14])=[N:12][C:11]([NH2:15])=[C:10]([Cl:16])[N:9]=1)=[O:7].C(N(CC)CC)C.[C:27]([O:31][C:32](=[O:59])[N:33](/[C:45](=[N:51]/[C:52]([O:54][C:55]([CH3:58])([CH3:57])[CH3:56])=[O:53])/N1C=CC=N1)[CH2:34][CH2:35][CH2:36][C:37]1[CH:42]=[CH:41][C:40]([O:43][CH3:44])=[CH:39][CH:38]=1)([CH3:30])([CH3:29])[CH3:28].CCOC(C)=O. (6) Given the product [CH3:16][O:15][C:11]1[CH:12]=[CH:13][CH:14]=[C:9]([O:8][CH3:7])[C:10]=1[CH:17]([NH:23][CH2:24][C:25]1[CH:30]=[CH:29][C:28]([O:31][C:32]([F:33])([F:35])[F:34])=[CH:27][CH:26]=1)[CH2:18][OH:19], predict the reactants needed to synthesize it. The reactants are: [H-].[H-].[H-].[H-].[Li+].[Al+3].[CH3:7][O:8][C:9]1[CH:14]=[CH:13][CH:12]=[C:11]([O:15][CH3:16])[C:10]=1[CH:17]([NH:23][CH2:24][C:25]1[CH:30]=[CH:29][C:28]([O:31][C:32]([F:35])([F:34])[F:33])=[CH:27][CH:26]=1)[C:18](OCC)=[O:19].O.[OH-].[Na+].